From a dataset of Reaction yield outcomes from USPTO patents with 853,638 reactions. Predict the reaction yield, written as a fraction of the theoretical maximum amount of product (1.0 means a 100% yield; for example, 0.34 means a 34% yield). The reactants are [CH3:13][C:12]([O:11][C:9](O[C:9]([O:11][C:12]([CH3:15])([CH3:14])[CH3:13])=[O:10])=[O:10])([CH3:15])[CH3:14].[NH2:16][CH2:17][C:18]1[CH:23]=[CH:22][C:21]([C:24]2[CH:29]=[CH:28][CH:27]=[CH:26][C:25]=2[O:30][CH2:31][CH3:32])=[C:20]([NH2:33])[CH:19]=1. The catalyst is O1CCOCC1. The product is [C:12]([O:11][C:9](=[O:10])[NH:16][CH2:17][C:18]1[CH:23]=[CH:22][C:21]([C:24]2[CH:29]=[CH:28][CH:27]=[CH:26][C:25]=2[O:30][CH2:31][CH3:32])=[C:20]([NH2:33])[CH:19]=1)([CH3:13])([CH3:14])[CH3:15]. The yield is 0.310.